This data is from Forward reaction prediction with 1.9M reactions from USPTO patents (1976-2016). The task is: Predict the product of the given reaction. (1) Given the reactants [Cl:1][C:2]1[CH:3]=[C:4]([CH:9]=[C:10]([Cl:12])[N:11]=1)[C:5](OC)=[O:6].[NH2:13][NH2:14], predict the reaction product. The product is: [Cl:1][C:2]1[CH:3]=[C:4]([CH:9]=[C:10]([Cl:12])[N:11]=1)[C:5]([NH:13][NH2:14])=[O:6]. (2) Given the reactants [Cl:1][C:2]1[CH:7]=[C:6]([Cl:8])[CH:5]=[CH:4][C:3]=1[C:9]1[N:10]=[C:11](/[CH:15]=[CH:16]/[C:17]2[CH:22]=[CH:21][C:20]([C:23]3[CH:28]=[CH:27][C:26]([O:29][CH3:30])=[CH:25][CH:24]=3)=[CH:19][CH:18]=2)[N:12]([CH3:14])[CH:13]=1.C1(O)C=CC=CC=1.BrC[C:40]1[CH:49]=[CH:48][C:43]([C:44]([O:46]C)=[O:45])=[CH:42][CH:41]=1, predict the reaction product. The product is: [Cl:1][C:2]1[CH:7]=[C:6]([Cl:8])[CH:5]=[CH:4][C:3]=1[C:9]1[N:10]=[C:11](/[CH:15]=[CH:16]/[C:17]2[CH:22]=[CH:21][C:20]([C:23]3[CH:24]=[CH:25][C:26]([O:29][CH2:30][C:40]4[CH:49]=[CH:48][C:43]([C:44]([OH:46])=[O:45])=[CH:42][CH:41]=4)=[CH:27][CH:28]=3)=[CH:19][CH:18]=2)[N:12]([CH3:14])[CH:13]=1. (3) Given the reactants [Cl:1][C:2]1[CH:30]=[CH:29][C:5]([CH2:6][N:7]2[C:12]([NH:13][C:14]3[CH:19]=[CH:18][C:17]([C:20]([O:22]C)=[O:21])=[CH:16][CH:15]=3)=[N:11][C:10](=[O:24])[N:9]([CH:25]([CH3:27])[CH3:26])[C:8]2=[O:28])=[CH:4][CH:3]=1.CO.[OH-].[Li+].Cl, predict the reaction product. The product is: [Cl:1][C:2]1[CH:3]=[CH:4][C:5]([CH2:6][N:7]2[C:12]([NH:13][C:14]3[CH:15]=[CH:16][C:17]([C:20]([OH:22])=[O:21])=[CH:18][CH:19]=3)=[N:11][C:10](=[O:24])[N:9]([CH:25]([CH3:26])[CH3:27])[C:8]2=[O:28])=[CH:29][CH:30]=1. (4) Given the reactants C([O:4][C@@H:5]1[C@H:11]([O:12][CH2:13][C:14]2[CH:19]=[CH:18][C:17]([Cl:20])=[CH:16][C:15]=2[Cl:21])[C@@H:10]([CH2:22][O:23][CH2:24][C:25]2[CH:30]=[CH:29][C:28]([Cl:31])=[CH:27][C:26]=2[Cl:32])[O:9][C@@H:6]1[O:7][CH3:8])(=O)C, predict the reaction product. The product is: [Cl:21][C:15]1[CH:16]=[C:17]([Cl:20])[CH:18]=[CH:19][C:14]=1[CH2:13][O:12][C@@H:11]1[C@@H:10]([CH2:22][O:23][CH2:24][C:25]2[CH:30]=[CH:29][C:28]([Cl:31])=[CH:27][C:26]=2[Cl:32])[O:9][C@H:6]([O:7][CH3:8])[C@@H:5]1[OH:4]. (5) Given the reactants C[Si]([N-][Si](C)(C)C)(C)C.[Na+].O1CCCC1.Cl[C:17]1[C:26]2[C:21](=[CH:22][C:23]([O:29][CH2:30][CH2:31][Cl:32])=[C:24]([O:27][CH3:28])[CH:25]=2)[N:20]=[CH:19][N:18]=1.[Cl:33][C:34]1[CH:42]=[C:41]([C:43]#[C:44][CH2:45][O:46][CH3:47])[C:37]2[O:38][CH2:39][O:40][C:36]=2[C:35]=1[NH2:48].[Cl-].[NH4+], predict the reaction product. The product is: [Cl:32][CH2:31][CH2:30][O:29][C:23]1[CH:22]=[C:21]2[C:26]([C:17]([NH:48][C:35]3[C:36]4[O:40][CH2:39][O:38][C:37]=4[C:41]([C:43]#[C:44][CH2:45][O:46][CH3:47])=[CH:42][C:34]=3[Cl:33])=[N:18][CH:19]=[N:20]2)=[CH:25][C:24]=1[O:27][CH3:28]. (6) Given the reactants FC1C=C(C)C=CC=1B(O)O.[F:12][C:13]1[CH:18]=[C:17]([CH3:19])[CH:16]=[CH:15][C:14]=1[C:20]1[S:24][N:23]=[C:22]([C:25]([F:28])([F:27])[F:26])[C:21]=1[CH2:29][O:30][C:31]1[CH:36]=[CH:35][C:34]([CH2:37][CH2:38][C:39]([O:41]CC)=[O:40])=[C:33]([C:44]([F:47])([F:46])[F:45])[CH:32]=1, predict the reaction product. The product is: [F:12][C:13]1[CH:18]=[C:17]([CH3:19])[CH:16]=[CH:15][C:14]=1[C:20]1[S:24][N:23]=[C:22]([C:25]([F:28])([F:26])[F:27])[C:21]=1[CH2:29][O:30][C:31]1[CH:36]=[CH:35][C:34]([CH2:37][CH2:38][C:39]([OH:41])=[O:40])=[C:33]([C:44]([F:47])([F:45])[F:46])[CH:32]=1. (7) Given the reactants [F:1][C:2]1[CH:3]=[C:4]([C:8]#[C:9][C:10]2[CH:22]=[CH:21][N:13]3[C:14](=[O:20])[C:15]([CH2:18][OH:19])=[CH:16][N:17]=[C:12]3[CH:11]=2)[CH:5]=[CH:6][CH:7]=1.[H-].[Na+].[CH3:25]I, predict the reaction product. The product is: [F:1][C:2]1[CH:3]=[C:4]([C:8]#[C:9][C:10]2[CH:22]=[CH:21][N:13]3[C:14](=[O:20])[C:15]([CH2:18][O:19][CH3:25])=[CH:16][N:17]=[C:12]3[CH:11]=2)[CH:5]=[CH:6][CH:7]=1.